From a dataset of Catalyst prediction with 721,799 reactions and 888 catalyst types from USPTO. Predict which catalyst facilitates the given reaction. (1) Reactant: C(OC(=O)[NH:7][C@H:8]([CH2:25][C:26]1[CH:31]=[CH:30][CH:29]=[CH:28][CH:27]=1)[C:9]([N:11]1[CH2:16][CH2:15][N:14]([C:17]2[CH:22]=[CH:21][CH:20]=[CH:19][C:18]=2[O:23][CH3:24])[CH2:13][CH2:12]1)=[O:10])(C)(C)C.[ClH:33]. Product: [ClH:33].[C:26]1([CH2:25][C@@H:8]([NH2:7])[C:9]([N:11]2[CH2:16][CH2:15][N:14]([C:17]3[CH:22]=[CH:21][CH:20]=[CH:19][C:18]=3[O:23][CH3:24])[CH2:13][CH2:12]2)=[O:10])[CH:31]=[CH:30][CH:29]=[CH:28][CH:27]=1. The catalyst class is: 12. (2) Reactant: [C:1]1([CH:7]=[CH:8][CH:9]=[CH:10][C:11](Cl)=[O:12])[CH:6]=[CH:5][CH:4]=[CH:3][CH:2]=1.[NH2:14][C:15]1[CH:23]=[CH:22][C:21]([F:24])=[CH:20][C:16]=1[C:17]([OH:19])=[O:18].C(N(CC)CC)C. Product: [C:17]([C:16]1[CH:20]=[C:21]([F:24])[CH:22]=[CH:23][C:15]=1[NH:14][C:11](=[O:12])[CH:10]=[CH:9][CH:8]=[CH:7][C:1]1[CH:6]=[CH:5][CH:4]=[CH:3][CH:2]=1)([OH:19])=[O:18]. The catalyst class is: 7. (3) Reactant: Cl[C:2]1[CH:7]=[C:6]([C:8]2[CH:13]=[CH:12][CH:11]=[CH:10][CH:9]=2)[N:5]=[C:4]([NH:14][C:15](=[O:32])[CH2:16][CH2:17][C:18]([C:20]2[CH:25]=[CH:24][C:23]([O:26][CH2:27][CH3:28])=[C:22]([O:29][CH2:30][CH3:31])[CH:21]=2)=[O:19])[CH:3]=1.[C:33]1(C2C=CC=CC=2)C=CC=CC=1P(C1CCCCC1)C1CCCCC1.C(=O)([O-])[O-].[K+].[K+].CO[CH:66]([C:77]([OH:79])=[O:78])[CH2:67][C:68]1[CH:69]=[C:70](B(O)O)[CH:71]=[CH:72][CH:73]=1. Product: [CH2:30]([O:29][C:22]1[CH:21]=[C:20]([C:18](=[O:19])[CH2:17][CH2:16][C:15]([NH:14][C:4]2[CH:3]=[C:2]([C:70]3[CH:69]=[C:68]([CH2:67][CH2:66][C:77]([O:79][CH3:33])=[O:78])[CH:73]=[CH:72][CH:71]=3)[CH:7]=[C:6]([C:8]3[CH:13]=[CH:12][CH:11]=[CH:10][CH:9]=3)[N:5]=2)=[O:32])[CH:25]=[CH:24][C:23]=1[O:26][CH2:27][CH3:28])[CH3:31]. The catalyst class is: 110. (4) Reactant: ClC1C(C2C(Cl)=CN=C(N[C@H]3CC[C@H](N[CH2:31][C@H:32]([OH:37])[C:33]([F:36])([F:35])[F:34])CC3)C=2)=NC(NCC2CCOCC2)=CC=1.[NH2:38][C@H:39]1[CH2:44][CH2:43][C@H:42]([NH:45][C:46]2[CH:51]=[C:50]([C:52]3[C:57]([Cl:58])=[CH:56][CH:55]=[C:54]([NH:59][CH2:60][CH:61]4[CH2:66][CH2:65][O:64][C:63]([CH3:68])([CH3:67])[CH2:62]4)[N:53]=3)[C:49]([Cl:69])=[CH:48][N:47]=2)[CH2:41][CH2:40]1.FC(F)(F)[C@H]1OC1. Product: [Cl:58][C:57]1[C:52]([C:50]2[C:49]([Cl:69])=[CH:48][N:47]=[C:46]([NH:45][C@H:42]3[CH2:43][CH2:44][C@H:39]([NH:38][CH2:31][C@H:32]([OH:37])[C:33]([F:36])([F:35])[F:34])[CH2:40][CH2:41]3)[CH:51]=2)=[N:53][C:54]([NH:59][CH2:60][CH:61]2[CH2:66][CH2:65][O:64][C:63]([CH3:67])([CH3:68])[CH2:62]2)=[CH:55][CH:56]=1. The catalyst class is: 41.